This data is from Reaction yield outcomes from USPTO patents with 853,638 reactions. The task is: Predict the reaction yield, written as a fraction of the theoretical maximum amount of product (1.0 means a 100% yield; for example, 0.34 means a 34% yield). (1) The reactants are [CH3:1][NH:2][C:3]1[N:8]=[C:7]([CH2:9][CH2:10][OH:11])[CH:6]=[CH:5][CH:4]=1.C(N(CC)CC)C.[CH3:19][S:20](Cl)(=[O:22])=[O:21]. The catalyst is ClCCl. The product is [CH3:19][S:20]([O:11][CH2:10][CH2:9][C:7]1[CH:6]=[CH:5][CH:4]=[C:3]([NH:2][CH3:1])[N:8]=1)(=[O:22])=[O:21]. The yield is 0.690. (2) The reactants are [CH:1]1([C:4]2[CH:9]=[CH:8][N:7]=[C:6]([NH:10][C:11]3[CH:16]=[C:15]([C:17]4[S:21][CH:20]=[N:19][CH:18]=4)[CH:14]=[C:13]([CH3:22])[CH:12]=3)[N:5]=2)[CH2:3][CH2:2]1.[C:23]1(=[N:27][S:28]([C:30]([CH3:33])([CH3:32])[CH3:31])=[O:29])[CH2:26][CH2:25][CH2:24]1. The catalyst is O1CCCC1. The product is [CH:1]1([C:4]2[CH:9]=[CH:8][N:7]=[C:6]([NH:10][C:11]3[CH:16]=[C:15]([C:17]4[S:21][C:20]([C:23]5([NH:27][S:28]([C:30]([CH3:33])([CH3:32])[CH3:31])=[O:29])[CH2:24][CH2:25][CH2:26]5)=[N:19][CH:18]=4)[CH:14]=[C:13]([CH3:22])[CH:12]=3)[N:5]=2)[CH2:3][CH2:2]1. The yield is 0.470. (3) The reactants are Cl.[Cl:2][C:3]1[CH:4]=[C:5]2[C:9](=[CH:10][CH:11]=1)[NH:8][CH:7]=[C:6]2[CH2:12][CH2:13][NH2:14].[C:15]1([C:21]2[O:25][C:24]([C:26](Cl)=[O:27])=[N:23][N:22]=2)[CH:20]=[CH:19][CH:18]=[CH:17][CH:16]=1.C(N(CC)CC)C.C(OCC)(=O)C. The catalyst is ClCCl. The product is [Cl:2][C:3]1[CH:4]=[C:5]2[C:9](=[CH:10][CH:11]=1)[NH:8][CH:7]=[C:6]2[CH2:12][CH2:13][NH:14][C:26]([C:24]1[O:25][C:21]([C:15]2[CH:16]=[CH:17][CH:18]=[CH:19][CH:20]=2)=[N:22][N:23]=1)=[O:27]. The yield is 0.340.